From a dataset of Peptide-MHC class I binding affinity with 185,985 pairs from IEDB/IMGT. Regression. Given a peptide amino acid sequence and an MHC pseudo amino acid sequence, predict their binding affinity value. This is MHC class I binding data. (1) The peptide sequence is VEITPYKPTW. The MHC is HLA-B51:01 with pseudo-sequence HLA-B51:01. The binding affinity (normalized) is 0. (2) The peptide sequence is QFLKFSLPFPFLYKFLL. The MHC is HLA-B45:01 with pseudo-sequence HLA-B45:01. The binding affinity (normalized) is 0.0179. (3) The peptide sequence is AEHDPWWAV. The MHC is HLA-B08:01 with pseudo-sequence HLA-B08:01. The binding affinity (normalized) is 0.0847. (4) The peptide sequence is QSPKKTGM. The MHC is Mamu-A02 with pseudo-sequence Mamu-A02. The binding affinity (normalized) is 0. (5) The peptide sequence is MVFQNYALY. The MHC is HLA-A26:01 with pseudo-sequence HLA-A26:01. The binding affinity (normalized) is 0.750.